From a dataset of Forward reaction prediction with 1.9M reactions from USPTO patents (1976-2016). Predict the product of the given reaction. Given the reactants F[C:2]1[N:7]=[CH:6][C:5]([C:8]2[C:9]3[CH2:27][C:26]4[C:21](=[CH:22][CH:23]=[C:24]([CH2:28][N:29]5[CH2:34][CH2:33][N:32]([CH3:35])[CH2:31][CH2:30]5)[CH:25]=4)[C:10]=3[N:11](COCC[Si](C)(C)C)[N:12]=2)=[CH:4][CH:3]=1.[C-:36]#[N:37].[Na+], predict the reaction product. The product is: [CH3:35][N:32]1[CH2:33][CH2:34][N:29]([CH2:28][C:24]2[CH:25]=[C:26]3[C:21](=[CH:22][CH:23]=2)[C:10]2[NH:11][N:12]=[C:8]([C:5]4[CH:4]=[CH:3][C:2]([C:36]#[N:37])=[N:7][CH:6]=4)[C:9]=2[CH2:27]3)[CH2:30][CH2:31]1.